From a dataset of Forward reaction prediction with 1.9M reactions from USPTO patents (1976-2016). Predict the product of the given reaction. (1) Given the reactants [NH:1]1[C:9]2[C:4](=[CH:5][CH:6]=[CH:7][CH:8]=2)[C:3]([CH:10]=[O:11])=[N:2]1.[OH-].[K+].[CH3:14][Si:15]([CH3:22])([CH3:21])[CH2:16][CH2:17][O:18][CH2:19]Cl.O, predict the reaction product. The product is: [CH3:14][Si:15]([CH3:22])([CH3:21])[CH2:16][CH2:17][O:18][CH2:19][N:1]1[C:9]2[C:4](=[CH:5][CH:6]=[CH:7][CH:8]=2)[C:3]([CH:10]=[O:11])=[N:2]1. (2) Given the reactants [CH3:1][O:2][C:3]1[N:8]=[C:7]([CH3:9])[C:6]([CH2:10][C:11]2[CH:12]=[C:13]([CH:28]=[CH:29][CH:30]=2)[CH:14]=[C:15]2[CH2:20][CH2:19][N:18](C(OC(C)(C)C)=O)[CH2:17][CH2:16]2)=[CH:5][CH:4]=1.[F:31][C:32]([F:37])([F:36])[C:33]([OH:35])=[O:34], predict the reaction product. The product is: [F:31][C:32]([F:37])([F:36])[C:33]([OH:35])=[O:34].[NH:18]1[CH2:19][CH2:20][C:15](=[CH:14][C:13]2[CH:12]=[C:11]([CH:30]=[CH:29][CH:28]=2)[CH2:10][C:6]2[C:7]([CH3:9])=[N:8][C:3]([O:2][CH3:1])=[CH:4][CH:5]=2)[CH2:16][CH2:17]1. (3) Given the reactants [CH:1]1([N:6]2[CH2:12][C:11]([F:14])([F:13])[C:10](=[O:15])[N:9](C)[C:8]3[CH:17]=[N:18][C:19]([NH:21][C:22]4[CH:30]=[CH:29][C:25]([C:26]([OH:28])=O)=[C:24]([F:31])[C:23]=4[F:32])=[N:20][C:7]2=3)[CH2:5][CH2:4][CH2:3][CH2:2]1.C(C(F)(F)[CH2:37][N:38]([CH:59]1[CH2:63]CCC1)[C:39]1[C:44](NC)=[CH:43][N:42]=C(NC2C=CC(C(O)=O)=C(F)C=2F)N=1)(O)=O.F[P-](F)(F)(F)(F)F.CN(C(N(C)C)=[N+]1C2C(=NC=CC=2)[N+]([O-])=N1)C.C(N(C(C)C)CC)(C)C.NC1CCN(C)CC1, predict the reaction product. The product is: [CH:1]1([N:6]2[CH2:12][C:11]([F:14])([F:13])[C:10](=[O:15])[NH:9][C:8]3[CH:17]=[N:18][C:19]([NH:21][C:22]4[CH:30]=[CH:29][C:25]([C:26]([NH:42][CH:43]5[CH2:44][CH2:39][N:38]([CH3:37])[CH2:59][CH2:63]5)=[O:28])=[C:24]([F:31])[C:23]=4[F:32])=[N:20][C:7]2=3)[CH2:2][CH2:3][CH2:4][CH2:5]1.